From a dataset of NCI-60 drug combinations with 297,098 pairs across 59 cell lines. Regression. Given two drug SMILES strings and cell line genomic features, predict the synergy score measuring deviation from expected non-interaction effect. (1) Drug 2: COC1=C2C(=CC3=C1OC=C3)C=CC(=O)O2. Drug 1: CC1=C(C(=O)C2=C(C1=O)N3CC4C(C3(C2COC(=O)N)OC)N4)N. Synergy scores: CSS=51.3, Synergy_ZIP=0.944, Synergy_Bliss=-0.885, Synergy_Loewe=-30.8, Synergy_HSA=-1.09. Cell line: NCI-H460. (2) Drug 1: CCCCC(=O)OCC(=O)C1(CC(C2=C(C1)C(=C3C(=C2O)C(=O)C4=C(C3=O)C=CC=C4OC)O)OC5CC(C(C(O5)C)O)NC(=O)C(F)(F)F)O. Drug 2: CN(CCCl)CCCl.Cl. Cell line: HT29. Synergy scores: CSS=59.3, Synergy_ZIP=-10.8, Synergy_Bliss=-6.96, Synergy_Loewe=-7.53, Synergy_HSA=-3.82. (3) Drug 1: CC(C1=C(C=CC(=C1Cl)F)Cl)OC2=C(N=CC(=C2)C3=CN(N=C3)C4CCNCC4)N. Drug 2: CN1C2=C(C=C(C=C2)N(CCCl)CCCl)N=C1CCCC(=O)O.Cl. Cell line: NCIH23. Synergy scores: CSS=18.6, Synergy_ZIP=-3.27, Synergy_Bliss=2.82, Synergy_Loewe=-4.88, Synergy_HSA=2.83. (4) Drug 1: CN(C)N=NC1=C(NC=N1)C(=O)N. Drug 2: CCCS(=O)(=O)NC1=C(C(=C(C=C1)F)C(=O)C2=CNC3=C2C=C(C=N3)C4=CC=C(C=C4)Cl)F. Cell line: A549. Synergy scores: CSS=6.15, Synergy_ZIP=0.333, Synergy_Bliss=4.70, Synergy_Loewe=-1.80, Synergy_HSA=1.82.